Task: Predict the product of the given reaction.. Dataset: Forward reaction prediction with 1.9M reactions from USPTO patents (1976-2016) (1) Given the reactants [F:1][C:2]1[CH:3]=[C:4]([CH:7]=[C:8]([F:11])[C:9]=1[F:10])[CH:5]=[O:6].O.[BH4-].[Na+], predict the reaction product. The product is: [F:1][C:2]1[CH:3]=[C:4]([CH2:5][OH:6])[CH:7]=[C:8]([F:11])[C:9]=1[F:10]. (2) Given the reactants [F:1][C:2]([F:50])([F:49])[C:3]1[CH:4]=[C:5]([C@H:13]2[O:17][C:16](=[O:18])[N:15]([CH2:19][C:20]3[C:25]([C:26]4[CH:27]=[C:28]([C:34]5[C:43]([CH3:44])=[CH:42][C:37]([C:38]([O:40][CH3:41])=[O:39])=[CH:36][C:35]=5[CH3:45])[CH:29]=[N:30][C:31]=4[O:32][CH3:33])=[CH:24][N:23]=[C:22](SC)[N:21]=3)[C@H:14]2[CH3:48])[CH:6]=[C:7]([C:9]([F:12])([F:11])[F:10])[CH:8]=1.O.[S:52]([O-:57])(O[O-])(=O)=[O:53].[K+].[K+].[C:60](#N)C, predict the reaction product. The product is: [F:11][C:9]([F:10])([F:12])[C:7]1[CH:6]=[C:5]([C@H:13]2[O:17][C:16](=[O:18])[N:15]([CH2:19][C:20]3[C:25]([C:26]4[CH:27]=[C:28]([C:34]5[C:35]([CH3:45])=[CH:36][C:37]([C:38]([O:40][CH3:41])=[O:39])=[CH:42][C:43]=5[CH3:44])[CH:29]=[N:30][C:31]=4[O:32][CH3:33])=[CH:24][N:23]=[C:22]([S:52]([CH3:60])(=[O:57])=[O:53])[N:21]=3)[C@H:14]2[CH3:48])[CH:4]=[C:3]([C:2]([F:1])([F:50])[F:49])[CH:8]=1. (3) Given the reactants [CH3:1][C:2]1[CH:3]=[CH:4][C:5]2[O:9][N:8]=[C:7]([NH2:10])[C:6]=2[CH:11]=1.C1[C:17](=[O:18])N([Br:19])C(=[O:15])C1.[CH3:20][C:21]([N:25]=[N:25][C:21]([C:23]#N)([CH3:22])[CH3:20])([C:23]#N)[CH3:22], predict the reaction product. The product is: [C:21]([NH:25][C:5](=[O:9])[OH:15])([CH3:20])([CH3:22])[CH3:23].[C:21]([NH:25][C:17](=[O:18])[OH:9])([CH3:20])([CH3:22])[CH3:23].[Br:19][CH2:1][C:2]1[CH:3]=[CH:4][C:5]2[O:9][N:8]=[C:7]([NH2:10])[C:6]=2[CH:11]=1.